This data is from Human Reference Interactome with 51,813 positive PPI pairs across 8,248 proteins, plus equal number of experimentally-validated negative pairs. The task is: Binary Classification. Given two protein amino acid sequences, predict whether they physically interact or not. (1) Protein 1 (ENSG00000146757) has sequence MGPLTFRDVKIEFSLEEWQCLDTAQRNLYRDVMLENYRNLVFLGIAVSKPDLITWLEQGKEPWNLKRHEMVDKTPVMCSHFAQDVWPEHSIKDSFQKVILRTYGKYGHENLQLRKDHKSVDACKVYKGGYNGLNQCLTTTDSKIFQCDKYVKVFHKFPNVNRNKIRHTGKKPFKCKNRGKSFCMLSQLTQHKKIHTREYSYKCEECGKAFNWSSTLTKHKIIHTGEKPYKCEECGKAFNRSSNLTKHKIIHTGEKPYKCEECGKAFNRSSTLTKHKRIHTEEKPYKCEECGKAFNQFSIL.... Protein 2 (ENSG00000142789) has sequence MMLRLLSSLLLVAVASGYGPPSSHSSSRVVHGEDAVPYSWPWQVSLQYEKSGSFYHTCGGSLIAPDWVVTAGHCISRDLTYQVVLGEYNLAVKEGPEQVIPINSEELFVHPLWNRSCVACGNDIALIKLSRSAQLGDAVQLASLPPAGDILPNKTPCYITGWGRLYTNGPLPDKLQQARLPVVDYKHCSRWNWWGSTVKKTMVCAGGYIRSGCNGDSGGPLNCPTEDGGWQVHGVTSFVSAFGCNFIWKPTVFTRVSAFIDWIEETIASH*WWGSTVKKTMVCAGGYIRSGCNGDSGGPL.... Result: 0 (the proteins do not interact). (2) Protein 1 (ENSG00000163191) has sequence MAKISSPTETERCIESLIAVFQKYAGKDGYNYTLSKTEFLSFMNTELAAFTKNQKDPGVLDRMMKKLDTNSDGQLDFSEFLNLIGGLAMACHDSFLKAVPSQKRT*. Protein 2 (ENSG00000215784) has sequence MSTNICSFKDRCVSILCCKFCKQVLSSRGMKAVLLADTEIDLFSTDIPPTNAVDFTGRCYFTKICKCKLKDIACLKCGNIVGYHVIVPCSSCLLSCNNRHFWMFHSQAVYDINRLDSTGVNVLLRGNLPEIEESTDEDVLNISAEECIR*. Result: 0 (the proteins do not interact). (3) Protein 1 (ENSG00000114353) has sequence MKIIHEDGYSEEECRQYRAVVYSNTIQSIMAIVKAMGNLQIDFADPSRADDARQLFALSCTAEEQGVLPDDLSGVIRRLWADHGVQACFGRSREYQLNDSAAYYLNDLERIAQSDYIPTQQDVLRTRVKTTGIVETHFTFKDLHFKMFDVGGQRSERKKWIHCFEGVTAIIFCVALSAYDLVLAEDEEMNRMHESMKLFDSICNNKWFTDTSIILFLNKKDLFEEKITHSPLTICFPEYTGANKYDEAASYIQSKFEDLNKRKDTKEIYTHFTCATDTKNVQFVFDAVTDVIIKNNLKDC.... Protein 2 (ENSG00000105497) has sequence MPADVNLSQKPQVLGPEKQDGSCEASVSFEDVTVDFSREEWQQLDPAQRCLYRDVMLELYSHLFAVGYHIPNPEVIFRMLKEKEPRVEEAEVSHQRCQEREFGLEIPQKEISKKASFQKDMVGEFTRDGSWCSILEELRLDADRTKKDEQNQIQPMSHSAFFNKKTLNTESNCEYKDPGKMIRTRPHLASSQKQPQKCCLFTESLKLNLEVNGQNESNDTEQLDDVVGSGQLFSHSSSDACSKNIHTGETFCKGNQCRKVCGHKQSLKQHQIHTQKKPDGCSECGGSFTQKSHLFAQQRI.... Result: 0 (the proteins do not interact). (4) Protein 1 (ENSG00000130511) has sequence MYAKGGKGSAVPSDSQAREKLALYVYEYLLHIGAQKSAQTFLSEIRWEKNITLGEPPGFLHSWWCVFWDLYCAAPDRREACEHSGEAKAFQDYSAAAAPSPVMGSMAPGDTMAAGSMAAGFFQGPPGSQPSPHNPNAPMMGPHGQPFMSPRFPGGPRPTLRMPSQPPAGLPGSQPLLPGAMEPSPRAQGHPSMGGPMQRVTPPRGMASVGPQSYGGGMRPPPNSLAGPGLPAMNMGPGVRGPWASPSGNSIPYSSSSPGSYTGPPGGGGPPGTPIMPSPGDSTNSSENMYTIMNPIGQGA.... Protein 2 (ENSG00000184900) has sequence MSEEKPKEGVKTENDHINLKVAGQDGSVVQFKIKRHTPLSKLMKAYCERQGLSMRQIRFRFDGQPINETDTPAQLEMEDEDTIDVFQQQTGGVPESSLAGHSF*MSEEKPKEGVKTENDHINLKVAGQDGSVVQFKIKRHTPLSKLMKAYCERQGLSMRQIRFRFDGQPINETDTPAQGIILSWKELWTWKQTFFFETESRFVAQARMQWRSLSSLCKLCLLSSRHSPASASQVAGTIGAHHHSRLIFLYF*MSEEKPKEGVKTENDHINLKVAGQDGSVVQFKIKRHTPLSKLMKAYCE.... Result: 0 (the proteins do not interact). (5) Protein 1 (ENSG00000130701) has sequence MESFMESLNRLKEIHEKEVLGLQNKLLELNSERCRDAQRIEELFSKNHQLREQQKTLKENLRVLENRLRAGLCDRCMVTQELARKRQQEFESSHLQNLQRIFILTNEMNGLKEENETLKEEVKRLRGLGDRPKPRAKEGTSDPPSPLLLPSPGGWKAITEKPPGGHEEAEEDHQGVGLRGEEKPAGHRTSPVAKISPGATLPESRAPDMSPQRISNQLHGTIAVVRPGSQACPADRGPANGTPPPLPARSSPPSPAYERGLSLDSFLRASRPSAMTHEAPKLSPKVDRLCLLNRPLSLHL.... Protein 2 (ENSG00000134216) has sequence MTKLILLTGLVLILNLQLGSAYQLTCYFTNWAQYRPGLGRFMPDNIDPCLCTHLIYAFAGRQNNEITTIEWNDVTLYQAFNGLKNKNSQLKTLLAIGGWNFGTAPFTAMVSTPENRQTFITSVIKFLRQYEFDGLDFDWEYPGSRGSPPQDKHLFTVLVQEMREAFEQEAKQINKPRLMVTAAVAAGISNIQSGYEIPQLSQYLDYIHVMTYDLHGSWEGYTGENSPLYKYPTDTGSNAYLNVDYVMNYWKDNGAPAEKLIVGFPTYGHNFILSNPSNTGIGAPTSGAGPAGPYAKESGI.... Result: 1 (the proteins interact).